Dataset: Full USPTO retrosynthesis dataset with 1.9M reactions from patents (1976-2016). Task: Predict the reactants needed to synthesize the given product. Given the product [C:13]([C:15](=[C:2]1[CH2:7][CH2:6][CH2:5][CH:4]([C:8]([O:10][CH2:11][CH3:12])=[O:9])[CH2:3]1)[C:16]([O:18][CH2:19][CH3:20])=[O:17])#[N:14], predict the reactants needed to synthesize it. The reactants are: O=[C:2]1[CH2:7][CH2:6][CH2:5][CH:4]([C:8]([O:10][CH2:11][CH3:12])=[O:9])[CH2:3]1.[C:13]([CH2:15][C:16]([O:18][CH2:19][CH3:20])=[O:17])#[N:14].CC(O)=O.